Task: Predict the product of the given reaction.. Dataset: Forward reaction prediction with 1.9M reactions from USPTO patents (1976-2016) (1) Given the reactants [F:1][C:2]1[CH:12]=[C:11]([N+:13]([O-])=O)[CH:10]=[CH:9][C:3]=1[CH2:4][O:5][CH2:6][CH2:7][OH:8], predict the reaction product. The product is: [NH2:13][C:11]1[CH:10]=[CH:9][C:3]([CH2:4][O:5][CH2:6][CH2:7][OH:8])=[C:2]([F:1])[CH:12]=1. (2) Given the reactants [N:1]1[CH:6]=[CH:5][C:4]([CH2:7][CH2:8][NH2:9])=[CH:3][CH:2]=1.[C:10]([C:14]1[CH:21]=[CH:20][C:17]([CH:18]=O)=[CH:16][CH:15]=1)([CH3:13])([CH3:12])[CH3:11].[BH4-].[Na+].O, predict the reaction product. The product is: [C:10]([C:14]1[CH:15]=[CH:16][C:17]([CH2:18][NH:9][CH2:8][CH2:7][C:4]2[CH:5]=[CH:6][N:1]=[CH:2][CH:3]=2)=[CH:20][CH:21]=1)([CH3:13])([CH3:11])[CH3:12].